From a dataset of Forward reaction prediction with 1.9M reactions from USPTO patents (1976-2016). Predict the product of the given reaction. (1) Given the reactants [N+:1]([C:4]1[CH:13]=[CH:12][CH:11]=[C:10]2[C:5]=1[CH:6]=[CH:7][C:8](Cl)=[N:9]2)([O-])=O.[F:15][C:16]1[CH:17]=[C:18]([S:23](Cl)(=[O:25])=[O:24])[CH:19]=[C:20]([F:22])[CH:21]=1.[CH2:27]1[C:35]2[C:30](=[CH:31][CH:32]=[CH:33][CH:34]=2)[C@@H:29]([NH2:36])[C@H:28]1[OH:37], predict the reaction product. The product is: [F:15][C:16]1[CH:17]=[C:18]([S:23]([NH:1][C:4]2[CH:13]=[CH:12][CH:11]=[C:10]3[C:5]=2[CH:6]=[CH:7][C:8]([NH:36][C@@H:29]2[C:30]4[C:35](=[CH:34][CH:33]=[CH:32][CH:31]=4)[CH2:27][C@@H:28]2[OH:37])=[N:9]3)(=[O:25])=[O:24])[CH:19]=[C:20]([F:22])[CH:21]=1. (2) Given the reactants [F:1][C:2]1[CH:23]=[CH:22][C:5]([NH:6][C:7]2[CH:19]=[C:18]([CH:20]=[CH2:21])[CH:17]=[CH:16][C:8]=2[C:9]([O:11][C:12]([CH3:15])([CH3:14])[CH3:13])=[O:10])=[CH:4][CH:3]=1.I[C:25]1[CH:34]=[CH:33][C:28]2[O:29][CH2:30][CH2:31][O:32][C:27]=2[CH:26]=1.C(=O)([O-])[O-].[Cs+].[Cs+], predict the reaction product. The product is: [O:29]1[C:28]2[CH:33]=[CH:34][C:25](/[CH:21]=[CH:20]/[C:18]3[CH:17]=[CH:16][C:8]([C:9]([O:11][C:12]([CH3:15])([CH3:13])[CH3:14])=[O:10])=[C:7]([NH:6][C:5]4[CH:22]=[CH:23][C:2]([F:1])=[CH:3][CH:4]=4)[CH:19]=3)=[CH:26][C:27]=2[O:32][CH2:31][CH2:30]1.